This data is from Forward reaction prediction with 1.9M reactions from USPTO patents (1976-2016). The task is: Predict the product of the given reaction. (1) Given the reactants [CH3:1][N:2]1[C:6]([C:7]2[S:11][C:10]([S:12](Cl)(=[O:14])=[O:13])=[CH:9][CH:8]=2)=[CH:5][C:4]([C:16]([F:19])([F:18])[F:17])=[N:3]1.[NH2:20][C:21]1[CH:22]=[CH:23][C:24]([O:37][CH3:38])=[C:25]([NH:27][C:28]([NH:30][C:31]2[CH:36]=[CH:35][CH:34]=[CH:33][CH:32]=2)=[O:29])[CH:26]=1.N1C=CC=CC=1, predict the reaction product. The product is: [CH3:38][O:37][C:24]1[CH:23]=[CH:22][C:21]([NH:20][S:12]([C:10]2[S:11][C:7]([C:6]3[N:2]([CH3:1])[N:3]=[C:4]([C:16]([F:19])([F:18])[F:17])[CH:5]=3)=[CH:8][CH:9]=2)(=[O:14])=[O:13])=[CH:26][C:25]=1[NH:27][C:28]([NH:30][C:31]1[CH:36]=[CH:35][CH:34]=[CH:33][CH:32]=1)=[O:29]. (2) Given the reactants [C:1]1([C:7]2([C:30]3[CH:35]=[CH:34][CH:33]=[CH:32][CH:31]=3)[C:20]3[C:15]4=[C:16](C5C=CC=CC=5[N:14]4[C:13]4[CH:12]=[CH:11][CH:10]=[CH:9][C:8]2=4)[CH:17]=[C:18](B(O)O)[CH:19]=3)[CH:6]=[CH:5][CH:4]=[CH:3][CH:2]=1.Cl[C:37]1[N:42]=[C:41]([C:43]2[CH:48]=[CH:47][CH:46]=[CH:45][CH:44]=2)[N:40]=[C:39]([C:49]2[CH:54]=[CH:53][CH:52]=[CH:51][CH:50]=2)[N:38]=1.C(=O)([O-])[O-].[Na+].[Na+].O1[CH2:66][CH2:65]OCC1, predict the reaction product. The product is: [C:66]1([C:37]2[N:42]=[C:41]([C:43]3[CH:48]=[CH:47][CH:46]=[CH:45][CH:44]=3)[N:40]=[C:39]([C:49]3[CH:54]=[C:53]4[C:52]5=[C:51]([C:8]6[CH:9]=[CH:10][CH:11]=[CH:12][C:13]=6[N:14]5[C:15]5[CH:16]=[CH:17][CH:18]=[CH:19][C:20]=5[C:7]4([C:1]4[CH:6]=[CH:5][CH:4]=[CH:3][CH:2]=4)[C:30]4[CH:35]=[CH:34][CH:33]=[CH:32][CH:31]=4)[CH:50]=3)[N:38]=2)[CH:65]=[CH:3][CH:2]=[CH:1][CH:6]=1.